From a dataset of Peptide-MHC class I binding affinity with 185,985 pairs from IEDB/IMGT. Regression. Given a peptide amino acid sequence and an MHC pseudo amino acid sequence, predict their binding affinity value. This is MHC class I binding data. (1) The peptide sequence is WDAYIPHYV. The MHC is HLA-B58:01 with pseudo-sequence HLA-B58:01. The binding affinity (normalized) is 0.213. (2) The peptide sequence is EIRHRSGIQ. The MHC is HLA-A26:02 with pseudo-sequence HLA-A26:02. The binding affinity (normalized) is 0.0847.